This data is from Forward reaction prediction with 1.9M reactions from USPTO patents (1976-2016). The task is: Predict the product of the given reaction. The product is: [CH2:14]([N:3]([CH2:1][CH3:2])[C:4]1[N:5]=[CH:6][C:7]([C:8]2[O:10][N:59]=[C:56]([C:54]3[CH:53]=[C:52]([CH3:60])[C:41]([O:42][CH2:43][C@@H:44]([OH:51])[CH2:45][NH:46][C:47](=[O:50])[CH2:48][OH:49])=[C:40]([CH2:38][CH3:39])[CH:55]=3)[N:57]=2)=[CH:11][C:12]=1[CH3:13])[CH3:15]. Given the reactants [CH2:1]([N:3]([CH2:14][CH3:15])[C:4]1[C:12]([CH3:13])=[CH:11][C:7]([C:8]([OH:10])=O)=[CH:6][N:5]=1)[CH3:2].C1C=CC2N(O)N=NC=2C=1.CCN=C=NCCCN(C)C.Cl.[CH2:38]([C:40]1[CH:55]=[C:54]([C:56](=[NH:59])[NH:57]O)[CH:53]=[C:52]([CH3:60])[C:41]=1[O:42][CH2:43][C@@H:44]([OH:51])[CH2:45][NH:46][C:47](=[O:50])[CH2:48][OH:49])[CH3:39], predict the reaction product.